From a dataset of Peptide-MHC class I binding affinity with 185,985 pairs from IEDB/IMGT. Regression. Given a peptide amino acid sequence and an MHC pseudo amino acid sequence, predict their binding affinity value. This is MHC class I binding data. (1) The binding affinity (normalized) is 0.0847. The MHC is HLA-A02:01 with pseudo-sequence HLA-A02:01. The peptide sequence is GFPSLESSF. (2) The peptide sequence is KIWMAPSLT. The MHC is HLA-A02:02 with pseudo-sequence HLA-A02:02. The binding affinity (normalized) is 0.170. (3) The peptide sequence is RQFVSNNGK. The MHC is HLA-A31:01 with pseudo-sequence HLA-A31:01. The binding affinity (normalized) is 0.501. (4) The peptide sequence is GLYNRHRGR. The MHC is HLA-A03:01 with pseudo-sequence HLA-A03:01. The binding affinity (normalized) is 0.750. (5) The peptide sequence is RRNRKALWL. The MHC is HLA-B07:02 with pseudo-sequence HLA-B07:02. The binding affinity (normalized) is 0.183.